From a dataset of Peptide-MHC class II binding affinity with 134,281 pairs from IEDB. Regression. Given a peptide amino acid sequence and an MHC pseudo amino acid sequence, predict their binding affinity value. This is MHC class II binding data. (1) The peptide sequence is NNYGSTIEGLLD. The MHC is HLA-DQA10501-DQB10201 with pseudo-sequence HLA-DQA10501-DQB10201. The binding affinity (normalized) is 0.546. (2) The peptide sequence is YFRNEQSIPPLIQKY. The MHC is DRB1_0301 with pseudo-sequence DRB1_0301. The binding affinity (normalized) is 0.133. (3) The peptide sequence is PAEILRKSRRFAQALPVW. The MHC is DRB1_0101 with pseudo-sequence DRB1_0101. The binding affinity (normalized) is 0.463. (4) The peptide sequence is CFKYLLIQGHYDQKL. The MHC is H-2-IAb with pseudo-sequence H-2-IAb. The binding affinity (normalized) is 0. (5) The peptide sequence is EEFCTLASRFLVEED. The MHC is DRB1_0405 with pseudo-sequence DRB1_0405. The binding affinity (normalized) is 0.358. (6) The peptide sequence is VALDVNCEALSLVSH. The MHC is DRB1_0101 with pseudo-sequence DRB1_0101. The binding affinity (normalized) is 0.585.